From a dataset of Full USPTO retrosynthesis dataset with 1.9M reactions from patents (1976-2016). Predict the reactants needed to synthesize the given product. Given the product [CH2:25]([O:32][C:33]1[C:34]([CH2:44][CH:45]([C:2]2[CH:7]=[CH:6][CH:5]=[C:4]([C:8]3[S:9][C:10]([CH3:13])=[CH:11][CH:12]=3)[CH:3]=2)[OH:46])=[CH:35][C:36]([Cl:43])=[C:37]2[C:42]=1[N:41]=[CH:40][CH:39]=[CH:38]2)[C:26]1[CH:31]=[CH:30][CH:29]=[CH:28][CH:27]=1, predict the reactants needed to synthesize it. The reactants are: Br[C:2]1[CH:3]=[C:4]([C:8]2[S:9][C:10]([CH3:13])=[CH:11][CH:12]=2)[CH:5]=[CH:6][CH:7]=1.C([Li])CCC.C1CCCCC1.[CH2:25]([O:32][C:33]1[C:34]([CH2:44][CH:45]=[O:46])=[CH:35][C:36]([Cl:43])=[C:37]2[C:42]=1[N:41]=[CH:40][CH:39]=[CH:38]2)[C:26]1[CH:31]=[CH:30][CH:29]=[CH:28][CH:27]=1.